Task: Predict the product of the given reaction.. Dataset: Forward reaction prediction with 1.9M reactions from USPTO patents (1976-2016) The product is: [CH2:14]([C:2]1([CH2:3][CH2:4][CH2:5][CH2:6][CH2:7][CH2:8][CH2:9][C:10]([O:12][CH3:13])=[O:11])[S:24][CH2:21][CH2:22][S:23]1)[CH2:15][CH2:16][CH2:17][CH2:18][CH2:19][CH3:20]. Given the reactants O=[C:2]([CH2:14][CH2:15][CH2:16][CH2:17][CH2:18][CH2:19][CH3:20])[CH2:3][CH2:4][CH2:5][CH2:6][CH2:7][CH2:8][CH2:9][C:10]([O:12][CH3:13])=[O:11].[CH2:21]([SH:24])[CH2:22][SH:23].O, predict the reaction product.